This data is from Catalyst prediction with 721,799 reactions and 888 catalyst types from USPTO. The task is: Predict which catalyst facilitates the given reaction. (1) Reactant: [C:1]([O:4][CH2:5][CH2:6][CH2:7][NH:8][C:9](=[O:27])[C@H:10]([N:18](C(OC(C)(C)C)=O)[CH3:19])[CH2:11][C:12]1[CH:17]=[CH:16][CH:15]=[CH:14][CH:13]=1)(=[O:3])[CH3:2].FC(F)(F)C(O)=O. Product: [C:1]([O:4][CH2:5][CH2:6][CH2:7][NH:8][C:9](=[O:27])[C@H:10]([NH:18][CH3:19])[CH2:11][C:12]1[CH:13]=[CH:14][CH:15]=[CH:16][CH:17]=1)(=[O:3])[CH3:2]. The catalyst class is: 4. (2) Reactant: Br[C:2]1[C:10]([CH3:11])=[CH:9][CH:8]=[C:7]2[C:3]=1[CH:4]=[CH:5][NH:6]2.[H-].[K+].C([Li])(C)(C)C.C([O:23][B:24](OCCCC)[O:25]CCCC)CCC.P(=O)(O)(O)O. Product: [CH3:11][C:10]1[CH:9]=[CH:8][C:7]2[NH:6][CH:5]=[CH:4][C:3]=2[C:2]=1[B:24]([OH:25])[OH:23]. The catalyst class is: 28. (3) Reactant: [CH3:1][O:2][C:3]1[CH:8]=[CH:7][C:6]([N:9]2[C:17]3[C:12](=[CH:13][CH:14]=[CH:15][CH:16]=3)[CH:11]=[CH:10]2)=[CH:5][CH:4]=1.N1C2C(=CC=CC=2)C=C1.[CH3:27][S:28]N1C(=O)C2C(=CC=CC=2)C1=O.[Br-].[Mg+2].[Br-].[OH-].[Na+]. Product: [CH3:1][O:2][C:3]1[CH:4]=[CH:5][C:6]([N:9]2[C:17]3[C:12](=[CH:13][CH:14]=[CH:15][CH:16]=3)[C:11]([S:28][CH3:27])=[CH:10]2)=[CH:7][CH:8]=1. The catalyst class is: 474. (4) Reactant: C(Cl)(=O)C(Cl)=O.C[N:8](C)[CH:9]=[O:10].[O:12]=[C:13]([C:21]1[CH:26]=[CH:25][CH:24]=[CH:23][CH:22]=1)[CH2:14][CH2:15][CH2:16][CH2:17]C(O)=O. Product: [O:12]=[C:13]([C:21]1[CH:22]=[CH:23][CH:24]=[CH:25][CH:26]=1)[CH2:14][CH2:15][CH2:16][CH2:17][C:9]([NH2:8])=[O:10]. The catalyst class is: 7.